Dataset: NCI-60 drug combinations with 297,098 pairs across 59 cell lines. Task: Regression. Given two drug SMILES strings and cell line genomic features, predict the synergy score measuring deviation from expected non-interaction effect. (1) Drug 1: COC1=CC(=CC(=C1O)OC)C2C3C(COC3=O)C(C4=CC5=C(C=C24)OCO5)OC6C(C(C7C(O6)COC(O7)C8=CC=CS8)O)O. Drug 2: CC1=C(C(CCC1)(C)C)C=CC(=CC=CC(=CC(=O)O)C)C. Cell line: ACHN. Synergy scores: CSS=65.5, Synergy_ZIP=1.28, Synergy_Bliss=1.55, Synergy_Loewe=5.48, Synergy_HSA=9.07. (2) Drug 1: CC(C)(C#N)C1=CC(=CC(=C1)CN2C=NC=N2)C(C)(C)C#N. Drug 2: C1C(C(OC1N2C=NC3=C2NC=NCC3O)CO)O. Cell line: NCI/ADR-RES. Synergy scores: CSS=-0.700, Synergy_ZIP=-0.677, Synergy_Bliss=-2.16, Synergy_Loewe=-3.76, Synergy_HSA=-3.43. (3) Synergy scores: CSS=8.55, Synergy_ZIP=-2.53, Synergy_Bliss=2.26, Synergy_Loewe=1.33, Synergy_HSA=2.60. Cell line: UO-31. Drug 2: C1=CC=C(C(=C1)C(C2=CC=C(C=C2)Cl)C(Cl)Cl)Cl. Drug 1: C1CCC(CC1)NC(=O)N(CCCl)N=O. (4) Cell line: HCC-2998. Drug 2: C(CCl)NC(=O)N(CCCl)N=O. Drug 1: C1C(C(OC1N2C=NC3=C(N=C(N=C32)Cl)N)CO)O. Synergy scores: CSS=52.6, Synergy_ZIP=-0.649, Synergy_Bliss=-0.878, Synergy_Loewe=-44.1, Synergy_HSA=-0.481. (5) Drug 2: CCN(CC)CCCC(C)NC1=C2C=C(C=CC2=NC3=C1C=CC(=C3)Cl)OC. Drug 1: CC12CCC3C(C1CCC2=O)CC(=C)C4=CC(=O)C=CC34C. Synergy scores: CSS=38.0, Synergy_ZIP=-5.74, Synergy_Bliss=-0.282, Synergy_Loewe=-8.90, Synergy_HSA=1.23. Cell line: HOP-92. (6) Drug 1: COC1=CC(=CC(=C1O)OC)C2C3C(COC3=O)C(C4=CC5=C(C=C24)OCO5)OC6C(C(C7C(O6)COC(O7)C8=CC=CS8)O)O. Synergy scores: CSS=47.3, Synergy_ZIP=-5.32, Synergy_Bliss=-0.933, Synergy_Loewe=-0.0369, Synergy_HSA=1.53. Cell line: K-562. Drug 2: CCC1(C2=C(COC1=O)C(=O)N3CC4=CC5=C(C=CC(=C5CN(C)C)O)N=C4C3=C2)O.Cl.